From a dataset of NCI-60 drug combinations with 297,098 pairs across 59 cell lines. Regression. Given two drug SMILES strings and cell line genomic features, predict the synergy score measuring deviation from expected non-interaction effect. (1) Drug 1: CC1C(C(CC(O1)OC2CC(OC(C2O)C)OC3=CC4=CC5=C(C(=O)C(C(C5)C(C(=O)C(C(C)O)O)OC)OC6CC(C(C(O6)C)O)OC7CC(C(C(O7)C)O)OC8CC(C(C(O8)C)O)(C)O)C(=C4C(=C3C)O)O)O)O. Drug 2: C#CCC(CC1=CN=C2C(=N1)C(=NC(=N2)N)N)C3=CC=C(C=C3)C(=O)NC(CCC(=O)O)C(=O)O. Cell line: HL-60(TB). Synergy scores: CSS=64.6, Synergy_ZIP=-3.59, Synergy_Bliss=-5.75, Synergy_Loewe=-9.05, Synergy_HSA=-3.42. (2) Drug 1: C1=C(C(=O)NC(=O)N1)N(CCCl)CCCl. Drug 2: CC1CCC2CC(C(=CC=CC=CC(CC(C(=O)C(C(C(=CC(C(=O)CC(OC(=O)C3CCCCN3C(=O)C(=O)C1(O2)O)C(C)CC4CCC(C(C4)OC)OCCO)C)C)O)OC)C)C)C)OC. Cell line: A549. Synergy scores: CSS=49.9, Synergy_ZIP=4.59, Synergy_Bliss=5.33, Synergy_Loewe=6.96, Synergy_HSA=9.85.